From a dataset of Reaction yield outcomes from USPTO patents with 853,638 reactions. Predict the reaction yield, written as a fraction of the theoretical maximum amount of product (1.0 means a 100% yield; for example, 0.34 means a 34% yield). (1) The reactants are CC(C)(C)C[O:4][C:5](=[O:34])[C:6]1[CH:11]=[CH:10][C:9]([C:12]([F:15])([F:14])[F:13])=[CH:8][C:7]=1[C:16]1[CH:25]=[C:24]2[C:19]([C@H:20]([OH:33])[C@@H:21]([CH2:26][C:27]3[CH:32]=[CH:31][CH:30]=[CH:29][CH:28]=3)[CH2:22][O:23]2)=[CH:18][CH:17]=1.[OH-].[Na+].O. The catalyst is C(O)(C)C. The product is [CH2:26]([C@@H:21]1[C@@H:20]([OH:33])[C:19]2[C:24](=[CH:25][C:16]([C:7]3[CH:8]=[C:9]([C:12]([F:15])([F:13])[F:14])[CH:10]=[CH:11][C:6]=3[C:5]([OH:34])=[O:4])=[CH:17][CH:18]=2)[O:23][CH2:22]1)[C:27]1[CH:28]=[CH:29][CH:30]=[CH:31][CH:32]=1. The yield is 0.500. (2) The product is [C:38]([C:33]1[CH:34]=[C:35]2[C:30](=[C:31]([F:42])[CH:32]=1)[C:29](=[O:43])[N:28]([C:7]1[C:6]([CH2:5][OH:4])=[C:11]([C:12]3[CH:17]=[C:16]([NH:18][C:19]4[CH:23]=[CH:22][N:21]([CH2:24][CH3:25])[N:20]=4)[C:15](=[O:26])[N:14]([CH3:27])[CH:13]=3)[CH:10]=[CH:9][N:8]=1)[N:37]=[CH:36]2)([CH3:40])([CH3:39])[CH3:41]. The yield is 0.190. The catalyst is ClCCl. The reactants are C([O:4][CH2:5][C:6]1[C:7]([N:28]2[N:37]=[CH:36][C:35]3[C:30](=[C:31]([F:42])[CH:32]=[C:33]([C:38]([CH3:41])([CH3:40])[CH3:39])[CH:34]=3)[C:29]2=[O:43])=[N:8][CH:9]=[CH:10][C:11]=1[C:12]1[CH:17]=[C:16]([NH:18][C:19]2[CH:23]=[CH:22][N:21]([CH2:24][CH3:25])[N:20]=2)[C:15](=[O:26])[N:14]([CH3:27])[CH:13]=1)(=O)C.C1COCC1.O.